This data is from Catalyst prediction with 721,799 reactions and 888 catalyst types from USPTO. The task is: Predict which catalyst facilitates the given reaction. (1) Reactant: [CH2:1]([O:8][C:9]1[CH:14]=[CH:13][C:12]([CH2:15][C:16]([NH:18][C:19]2[CH:27]=[CH:26][CH:25]=[C:24]3[C:20]=2[CH:21]=[N:22][N:23]3[CH2:28][CH2:29][N:30]2[CH2:34][CH2:33][CH2:32][CH2:31]2)=[O:17])=[CH:11][CH:10]=1)[C:2]1[CH:7]=[CH:6][CH:5]=[CH:4][CH:3]=1.[OH-].[Na+].[Br-:37].[Br-].[Br-].[NH+]1C=CC=CC=1.[NH+]1C=CC=CC=1.[NH+]1C=CC=CC=1.Cl. Product: [CH2:1]([O:8][C:9]1[CH:14]=[CH:13][C:12]([CH2:15][C:16]([NH:18][C:19]2[CH:27]=[CH:26][CH:25]=[C:24]3[C:20]=2[C:21]([Br:37])=[N:22][N:23]3[CH2:28][CH2:29][N:30]2[CH2:31][CH2:32][CH2:33][CH2:34]2)=[O:17])=[CH:11][CH:10]=1)[C:2]1[CH:3]=[CH:4][CH:5]=[CH:6][CH:7]=1. The catalyst class is: 72. (2) Reactant: O[C:2]1([C:13]2[CH:18]=[CH:17][C:16]([O:19][CH3:20])=[CH:15][CH:14]=2)[CH2:5][N:4]([C:6]([O:8][C:9]([CH3:12])([CH3:11])[CH3:10])=[O:7])[CH2:3]1.C([SiH](CC)CC)C.C(O)(C(F)(F)F)=O. Product: [CH3:20][O:19][C:16]1[CH:17]=[CH:18][C:13]([CH:2]2[CH2:5][N:4]([C:6]([O:8][C:9]([CH3:12])([CH3:11])[CH3:10])=[O:7])[CH2:3]2)=[CH:14][CH:15]=1. The catalyst class is: 2. (3) Reactant: C([O:3][C:4]([C:6]1([NH:15][C:16]([C:18]2[C:27]3[C:22](=[CH:23][CH:24]=[CH:25][CH:26]=3)[CH:21]=[CH:20][C:19]=2[O:28][CH2:29][CH3:30])=[O:17])[CH2:14][C:13]2[C:8](=[CH:9][CH:10]=[CH:11][CH:12]=2)[CH2:7]1)=[O:5])C.[OH-].[K+].O. Product: [CH2:29]([O:28][C:19]1[CH:20]=[CH:21][C:22]2[C:27](=[CH:26][CH:25]=[CH:24][CH:23]=2)[C:18]=1[C:16]([NH:15][C:6]1([C:4]([OH:5])=[O:3])[CH2:14][C:13]2[C:8](=[CH:9][CH:10]=[CH:11][CH:12]=2)[CH2:7]1)=[O:17])[CH3:30]. The catalyst class is: 14. (4) Reactant: [NH2:1][C:2]1[CH:7]=[CH:6][C:5]([N:8]2[C:12]3=[N:13][CH:14]=[N:15][C:16]([NH2:17])=[C:11]3[CH:10]=[N:9]2)=[CH:4][CH:3]=1.[S:18]1[CH:22]=[CH:21][CH:20]=[C:19]1[S:23](Cl)(=[O:25])=[O:24].C(N(C(C)C)CC)(C)C.CN(C=O)C. Product: [NH2:17][C:16]1[N:15]=[CH:14][N:13]=[C:12]2[N:8]([C:5]3[CH:6]=[CH:7][C:2]([NH:1][S:23]([C:19]4[S:18][CH:22]=[CH:21][CH:20]=4)(=[O:25])=[O:24])=[CH:3][CH:4]=3)[N:9]=[CH:10][C:11]=12. The catalyst class is: 5. (5) Reactant: [Br:1][C:2]1[CH:20]=[CH:19][C:5]([O:6][C@H:7]2[CH2:11][CH2:10][CH2:9][C@H:8]2[NH:12][S:13]([CH:16]([CH3:18])[CH3:17])(=[O:15])=[O:14])=[CH:4][CH:3]=1.C(=O)=O. Product: [Br:1][C:2]1[CH:3]=[CH:4][C:5]([O:6][C@@H:7]2[CH2:11][CH2:10][CH2:9][C@@H:8]2[NH:12][S:13]([CH:16]([CH3:18])[CH3:17])(=[O:15])=[O:14])=[CH:19][CH:20]=1. The catalyst class is: 5. (6) Reactant: Cl[C:2]1[C:11]2[C:6](=[CH:7][CH:8]=[CH:9][CH:10]=2)[NH:5]/[C:4](=[C:12]2/[C:13]([CH2:18][CH2:19][CH3:20])=[N:14][NH:15][C:16]/2=[O:17])/[CH:3]=1.[NH2:21][C:22]1[CH:27]=[CH:26][C:25]([SH:28])=[CH:24][CH:23]=1. Product: [NH2:21][C:22]1[CH:27]=[CH:26][C:25]([S:28][C:2]2[C:11]3[C:6](=[CH:7][CH:8]=[CH:9][CH:10]=3)[NH:5]/[C:4](=[C:12]3/[C:13]([CH2:18][CH2:19][CH3:20])=[N:14][NH:15][C:16]/3=[O:17])/[CH:3]=2)=[CH:24][CH:23]=1. The catalyst class is: 8. (7) Reactant: [CH2:1]([O:8][C:9]1[CH:10]=[CH:11][C:12]2[CH2:13][C@H:14]3[N:26]([CH2:27][CH:28]4[CH2:30][CH2:29]4)[CH2:25][CH2:24][C@:20]45[C:21]=2[C:22]=1[O:23][C@H:19]4[C@@H:18]([N:31]1[CH2:35][CH2:34][CH2:33][C:32]1=[O:36])[CH2:17][CH2:16][C@@:15]35[OH:37])[C:2]1[CH:7]=[CH:6][CH:5]=[CH:4][CH:3]=1.[Li+].[CH3:39][CH:40]([N-]C(C)C)C.C1COCC1.ICC.C(=O)([O-])O.[Na+]. Product: [CH2:1]([O:8][C:9]1[CH:10]=[CH:11][C:12]2[CH2:13][C@H:14]3[N:26]([CH2:27][CH:28]4[CH2:29][CH2:30]4)[CH2:25][CH2:24][C@:20]45[C:21]=2[C:22]=1[O:23][C@H:19]4[C@@H:18]([N:31]1[CH2:35][CH2:34][CH:33]([CH2:39][CH3:40])[C:32]1=[O:36])[CH2:17][CH2:16][C@@:15]35[OH:37])[C:2]1[CH:3]=[CH:4][CH:5]=[CH:6][CH:7]=1. The catalyst class is: 1. (8) Reactant: [C:1]([NH:9][C:10]1[N:18]=[CH:17][N:16]=[C:15]2[C:11]=1[N:12]=[CH:13][N:14]2[C@@H:19]1[O:23][C@H:22]([CH2:24][CH2:25][C:26]([O:28][CH3:29])=[O:27])[CH2:21][C@H:20]1[OH:30])(=[O:8])[C:2]1[CH:7]=[CH:6][CH:5]=[CH:4][CH:3]=1.CCN(C(C)C)C(C)C.[CH:40]([N:43]([CH:51]([CH3:53])[CH3:52])[P:44](Cl)[O:45][CH2:46][CH2:47][C:48]#[N:49])([CH3:42])[CH3:41]. Product: [C:1]([NH:9][C:10]1[N:18]=[CH:17][N:16]=[C:15]2[C:11]=1[N:12]=[CH:13][N:14]2[C@@H:19]1[O:23][C@H:22]([CH2:24][CH2:25][C:26]([O:28][CH3:29])=[O:27])[CH2:21][C@H:20]1[O:30][P:44]([O:45][CH2:46][CH2:47][C:48]#[N:49])[N:43]([CH:40]([CH3:41])[CH3:42])[CH:51]([CH3:52])[CH3:53])(=[O:8])[C:2]1[CH:7]=[CH:6][CH:5]=[CH:4][CH:3]=1. The catalyst class is: 2. (9) Reactant: [NH2:1][C:2]1[CH:3]=[CH:4][C:5]([N:10]2[CH2:15][CH2:14][N:13]([CH:16]([C:23]3[CH:28]=[CH:27][CH:26]=[CH:25][CH:24]=3)[C:17]3[CH:18]=[N:19][CH:20]=[CH:21][CH:22]=3)[CH2:12][CH2:11]2)=[C:6]([CH:9]=1)[C:7]#[N:8].C(N(CC)CC)C.[CH:36]1([C:39](Cl)=[O:40])[CH2:38][CH2:37]1. Product: [C:7]([C:6]1[CH:9]=[C:2]([NH:1][C:39]([CH:36]2[CH2:38][CH2:37]2)=[O:40])[CH:3]=[CH:4][C:5]=1[N:10]1[CH2:11][CH2:12][N:13]([CH:16]([C:23]2[CH:24]=[CH:25][CH:26]=[CH:27][CH:28]=2)[C:17]2[CH:18]=[N:19][CH:20]=[CH:21][CH:22]=2)[CH2:14][CH2:15]1)#[N:8]. The catalyst class is: 1. (10) Product: [ClH:1].[Cl:1][C:2]1[CH:3]=[CH:4][C:5]([C:8]([N:10]([C@@H:11]2[CH2:16][CH2:15][NH:14][CH2:13][C@H:12]2[C:24]2[CH:29]=[CH:28][C:27]([Cl:30])=[C:26]([Cl:31])[CH:25]=2)[CH3:32])=[O:9])=[CH:6][CH:7]=1. Reactant: [Cl:1][C:2]1[CH:7]=[CH:6][C:5]([C:8]([N:10]([CH3:32])[C@@H:11]2[CH2:16][CH2:15][N:14](C(OC(C)(C)C)=O)[CH2:13][C@H:12]2[C:24]2[CH:29]=[CH:28][C:27]([Cl:30])=[C:26]([Cl:31])[CH:25]=2)=[O:9])=[CH:4][CH:3]=1.Cl.C(OCC)(=O)C. The catalyst class is: 13.